From a dataset of Forward reaction prediction with 1.9M reactions from USPTO patents (1976-2016). Predict the product of the given reaction. (1) Given the reactants C([O:3][C:4](=[O:38])[CH2:5][NH:6][C:7]([C:9]1[C:14]([OH:15])=[C:13]([CH3:16])[N:12]=[C:11]([CH2:17][CH:18]2[CH2:23][CH2:22][N:21]([C:24]3[CH:29]=[CH:28][C:27]([C:30]4[CH:35]=[CH:34][C:33]([CH2:36][OH:37])=[CH:32][CH:31]=4)=[CH:26][CH:25]=3)[CH2:20][CH2:19]2)[N:10]=1)=[O:8])C.[OH-].[Na+], predict the reaction product. The product is: [OH:15][C:14]1[C:9]([C:7]([NH:6][CH2:5][C:4]([OH:38])=[O:3])=[O:8])=[N:10][C:11]([CH2:17][CH:18]2[CH2:23][CH2:22][N:21]([C:24]3[CH:25]=[CH:26][C:27]([C:30]4[CH:35]=[CH:34][C:33]([CH2:36][OH:37])=[CH:32][CH:31]=4)=[CH:28][CH:29]=3)[CH2:20][CH2:19]2)=[N:12][C:13]=1[CH3:16]. (2) Given the reactants [F:1][C:2]1[C:3]([C:11](=[O:20])[C:12]2[CH:17]=[CH:16][C:15]([O:18][CH3:19])=[CH:14][CH:13]=2)=[C:4]([OH:10])[CH:5]=[C:6]([CH2:8][OH:9])[CH:7]=1.[C:21](OC=C)(=[O:23])[CH3:22].CCCC[Sn](Cl)(O[Sn](Cl)(CCCC)CCCC)CCCC, predict the reaction product. The product is: [C:21]([O:9][CH2:8][C:6]1[CH:7]=[C:2]([F:1])[C:3]([C:11](=[O:20])[C:12]2[CH:17]=[CH:16][C:15]([O:18][CH3:19])=[CH:14][CH:13]=2)=[C:4]([OH:10])[CH:5]=1)(=[O:23])[CH3:22]. (3) Given the reactants [H-].[Al+3].[Li+].[H-].[H-].[H-].[Cl:7][C:8]1[CH:25]=[C:24]2[C:11]([O:12][C:13](=[O:30])[C:14]3[C:23]2=[CH:22][CH:21]=[C:20]2[C:15]=3[N:16]([CH3:29])[C:17](=[O:28])[C:18]([CH3:27])([CH3:26])[NH:19]2)=[CH:10][CH:9]=1.C(OCC)(=O)C.O, predict the reaction product. The product is: [Cl:7][C:8]1[CH:9]=[CH:10][C:11]([OH:12])=[C:24]([C:23]2[C:14]([CH2:13][OH:30])=[C:15]3[C:20]([NH:19][C:18]([CH3:26])([CH3:27])[C:17](=[O:28])[N:16]3[CH3:29])=[CH:21][CH:22]=2)[CH:25]=1.